Dataset: Full USPTO retrosynthesis dataset with 1.9M reactions from patents (1976-2016). Task: Predict the reactants needed to synthesize the given product. (1) Given the product [Cl:1][C:2]1[N:3]=[C:4]([Cl:11])[C:5]2[C:10]([Cl:19])=[CH:9][NH:8][C:6]=2[N:7]=1, predict the reactants needed to synthesize it. The reactants are: [Cl:1][C:2]1[N:3]=[C:4]([Cl:11])[C:5]2[CH:10]=[CH:9][NH:8][C:6]=2[N:7]=1.C1C(=O)N([Cl:19])C(=O)C1. (2) Given the product [C:29]([N:32]1[CH2:37][CH2:36][N:35]([C:22](=[O:23])[CH2:21][O:20][C:19]2[CH:18]=[CH:17][C:16]([C@@H:13]3[CH2:14][CH2:15][C@H:11]([NH:10][C@@H:8]([C:5]4[CH:6]=[CH:7][C:2]([F:1])=[C:3]([O:27][CH3:28])[CH:4]=4)[CH3:9])[CH2:12]3)=[CH:26][CH:25]=2)[CH2:34][CH2:33]1)(=[O:31])[CH3:30], predict the reactants needed to synthesize it. The reactants are: [F:1][C:2]1[CH:7]=[CH:6][C:5]([C@H:8]([NH:10][C@H:11]2[CH2:15][CH2:14][C@@H:13]([C:16]3[CH:26]=[CH:25][C:19]([O:20][CH2:21][C:22](O)=[O:23])=[CH:18][CH:17]=3)[CH2:12]2)[CH3:9])=[CH:4][C:3]=1[O:27][CH3:28].[C:29]([N:32]1[CH2:37][CH2:36][NH:35][CH2:34][CH2:33]1)(=[O:31])[CH3:30]. (3) The reactants are: [CH2:1]([O:8][C:9]1[CH:14]=[CH:13][C:12]([CH2:15][C@H:16]([N:27]([C:30](OC(C)(C)C)=O)[NH:28]C)[C:17]([O:19][CH2:20][C:21]2[CH:26]=[CH:25][CH:24]=[CH:23][CH:22]=2)=[O:18])=[CH:11][CH:10]=1)[C:2]1[CH:7]=[CH:6][CH:5]=[CH:4][CH:3]=1.FC(F)(F)C(O)=O. Given the product [CH2:1]([O:8][C:9]1[CH:14]=[CH:13][C:12]([CH2:15][C@H:16]([N:27]([CH3:30])[NH2:28])[C:17]([O:19][CH2:20][C:21]2[CH:26]=[CH:25][CH:24]=[CH:23][CH:22]=2)=[O:18])=[CH:11][CH:10]=1)[C:2]1[CH:3]=[CH:4][CH:5]=[CH:6][CH:7]=1, predict the reactants needed to synthesize it. (4) Given the product [CH3:40][O:39][C:37](=[O:38])[C:36]([C:5]1[CH:6]=[CH:7][C:8]([N+:10]([O-:12])=[O:11])=[CH:9][C:4]=1[N+:1]([O-:3])=[O:2])([C:35]([F:46])([F:34])[F:45])[C:41]([F:43])([F:42])[F:44], predict the reactants needed to synthesize it. The reactants are: [N+:1]([C:4]1[CH:9]=[C:8]([N+:10]([O-:12])=[O:11])[CH:7]=[CH:6][C:5]=1F)([O-:3])=[O:2].[F-].[K+].C1OCCOCCOCCOCCOCCOC1.[F:34][C:35]([F:46])([F:45])[CH:36]([C:41]([F:44])([F:43])[F:42])[C:37]([O:39][CH3:40])=[O:38].Cl. (5) Given the product [C:1]([C:5]1[CH:9]=[C:8]([NH:10][C:11]([NH:13][C:14]2[CH:15]=[CH:16][C:17]([O:20][C:21]3[CH:26]=[CH:25][N:24]=[CH:23][CH:22]=3)=[CH:18][CH:19]=2)=[O:12])[N:7]([C:27]2[CH:28]=[CH:29][C:30]([CH2:33][C:34]([N:37]3[CH2:41][CH2:40][C@H:39]([OH:42])[CH2:38]3)=[O:36])=[CH:31][CH:32]=2)[N:6]=1)([CH3:4])([CH3:2])[CH3:3], predict the reactants needed to synthesize it. The reactants are: [C:1]([C:5]1[CH:9]=[C:8]([NH:10][C:11]([NH:13][C:14]2[CH:19]=[CH:18][C:17]([O:20][C:21]3[CH:26]=[CH:25][N:24]=[CH:23][CH:22]=3)=[CH:16][CH:15]=2)=[O:12])[N:7]([C:27]2[CH:32]=[CH:31][C:30]([CH2:33][C:34]([OH:36])=O)=[CH:29][CH:28]=2)[N:6]=1)([CH3:4])([CH3:3])[CH3:2].[NH:37]1[CH2:41][CH2:40][C@H:39]([OH:42])[CH2:38]1.Cl.CN(C)CCCN=C=NCC.C(N(CC)CC)C. (6) Given the product [CH3:11][S:8]([C:4]1[CH:3]=[C:2]([C:17]2[CH:18]=[CH:19][C:14]([CH2:13][OH:12])=[CH:15][CH:16]=2)[CH:7]=[CH:6][CH:5]=1)(=[O:10])=[O:9], predict the reactants needed to synthesize it. The reactants are: Br[C:2]1[CH:7]=[CH:6][CH:5]=[C:4]([S:8]([CH3:11])(=[O:10])=[O:9])[CH:3]=1.[OH:12][CH2:13][C:14]1[CH:19]=[CH:18][C:17](B(O)O)=[CH:16][CH:15]=1.C1C=CC(P(C2C=CC=CC=2)C2C=CC=CC=2)=CC=1.N(CC)CC.C([O-])(O)=O.[Na+]. (7) Given the product [Br:1][C:2]1[CH:3]=[C:4]([NH:10][C:11]2[CH:16]=[CH:15][C:14]([N:17]3[CH2:22][CH2:21][N:20]([CH:26]4[CH2:27][O:24][CH2:25]4)[CH2:19][C@@H:18]3[CH3:23])=[CH:13][N:12]=2)[C:5](=[O:9])[N:6]([CH3:8])[CH:7]=1, predict the reactants needed to synthesize it. The reactants are: [Br:1][C:2]1[CH:3]=[C:4]([NH:10][C:11]2[CH:16]=[CH:15][C:14]([N:17]3[CH2:22][CH2:21][NH:20][CH2:19][C@@H:18]3[CH3:23])=[CH:13][N:12]=2)[C:5](=[O:9])[N:6]([CH3:8])[CH:7]=1.[O:24]1[CH2:27][C:26](=O)[CH2:25]1.[BH3-]C#N.[Na+].O. (8) Given the product [C:22]([Si:19]([O:13][CH2:12][CH2:11][C:4]1[CH:5]=[C:6]([O:9][CH3:10])[CH:7]=[CH:8][C:3]=1[CH2:1][CH3:2])([CH3:21])[CH3:20])([CH3:25])([CH3:24])[CH3:23], predict the reactants needed to synthesize it. The reactants are: [CH2:1]([C:3]1[CH:8]=[CH:7][C:6]([O:9][CH3:10])=[CH:5][C:4]=1[CH2:11][CH2:12][OH:13])[CH3:2].N1C=CN=C1.[Si:19](Cl)([C:22]([CH3:25])([CH3:24])[CH3:23])([CH3:21])[CH3:20].C(OCC)(=O)C. (9) The reactants are: [NH2:1][CH2:2][C:3]([OH:5])=[O:4].[S:6](Cl)([C:9]1[CH:15]=[CH:14][C:12]([CH3:13])=[CH:11][CH:10]=1)(=[O:8])=[O:7]. Given the product [CH3:13][C:12]1[CH:14]=[CH:15][C:9]([S:6]([NH:1][CH2:2][C:3]([OH:5])=[O:4])(=[O:8])=[O:7])=[CH:10][CH:11]=1, predict the reactants needed to synthesize it. (10) Given the product [CH3:1][C@@H:2]1[O:7][C@@H:6]([O:8][C@@H:9]2[C:14]3=[C:15]([OH:32])[C:16]4[C:28](=[O:29])[C:27]5[C:22](=[CH:23][CH:24]=[CH:25][C:26]=5[O:30][CH3:31])[C:20](=[O:21])[C:17]=4[C:18]([OH:19])=[C:13]3[CH2:12][C@@:11]([OH:37])([C:33]([CH2:35][OH:36])=[O:34])[CH2:10]2)[CH2:5][C@H:4]([NH2:38])[C@@H:3]1[OH:39], predict the reactants needed to synthesize it. The reactants are: [CH3:1][C@@H:2]1[O:7][C@@H:6]([O:8][C@@H:9]2[C:14]3=[C:15]([OH:32])[C:16]4[C:28](=[O:29])[C:27]5[C:22](=[CH:23][CH:24]=[CH:25][C:26]=5[O:30][CH3:31])[C:20](=[O:21])[C:17]=4[C:18]([OH:19])=[C:13]3[CH2:12][C@@:11]([OH:37])([C:33]([CH2:35][OH:36])=[O:34])[CH2:10]2)[CH2:5][C@H:4]([NH2:38])[C@@H:3]1[OH:39].Cl.CN1CCOCC1.